Dataset: Reaction yield outcomes from USPTO patents with 853,638 reactions. Task: Predict the reaction yield, written as a fraction of the theoretical maximum amount of product (1.0 means a 100% yield; for example, 0.34 means a 34% yield). (1) The reactants are [C:1]([BH3-])#N.[Na+].C1COCC1.[CH:10]1([C:16]2[C:17]3[CH:18]=[CH:19][C:20]([C:49]([NH:51][S:52](=[O:57])(=[O:56])[N:53]([CH3:55])[CH3:54])=[O:50])=[CH:21][C:22]=3[N:23]3[CH2:29][C:28]([C:30]([N:32]4[CH2:39][C:38]56[CH2:40][NH:41][CH2:42][C:34]5([CH2:35][O:36][CH2:37]6)[CH2:33]4)=[O:31])=[CH:27][C:26]4[CH:43]=[C:44]([O:47][CH3:48])[CH:45]=[CH:46][C:25]=4[C:24]=23)[CH2:15][CH2:14][CH2:13][CH2:12][CH2:11]1.C=O. The catalyst is CO. The product is [CH:10]1([C:16]2[C:17]3[CH:18]=[CH:19][C:20]([C:49]([NH:51][S:52](=[O:56])(=[O:57])[N:53]([CH3:54])[CH3:55])=[O:50])=[CH:21][C:22]=3[N:23]3[CH2:29][C:28]([C:30]([N:32]4[CH2:39][C:38]56[CH2:40][N:41]([CH3:1])[CH2:42][C:34]5([CH2:35][O:36][CH2:37]6)[CH2:33]4)=[O:31])=[CH:27][C:26]4[CH:43]=[C:44]([O:47][CH3:48])[CH:45]=[CH:46][C:25]=4[C:24]=23)[CH2:15][CH2:14][CH2:13][CH2:12][CH2:11]1. The yield is 0.680. (2) The reactants are [F:1][C:2]1[C:10]([O:11][CH3:12])=[C:9]([N+:13]([O-:15])=[O:14])[CH:8]=[CH:7][C:3]=1[C:4]([OH:6])=O.[NH:16]1[CH2:21][CH2:20][O:19][CH2:18][CH2:17]1.CCN(C(C)C)C(C)C.CN(C(ON1N=NC2C=CC=CC1=2)=[N+](C)C)C.F[P-](F)(F)(F)(F)F. The catalyst is C(Cl)Cl.O. The product is [F:1][C:2]1[C:10]([O:11][CH3:12])=[C:9]([N+:13]([O-:15])=[O:14])[CH:8]=[CH:7][C:3]=1[C:4]([N:16]1[CH2:21][CH2:20][O:19][CH2:18][CH2:17]1)=[O:6]. The yield is 0.830. (3) The reactants are C[N:2](C)/[CH:3]=[N:4]\[C:5]([C:7]1[N:16]=[C:15]2[N:9]([CH2:10][CH2:11][O:12][C:13]3[CH:20]=[C:19]([Br:21])[CH:18]=[CH:17][C:14]=32)[CH:8]=1)=O.Cl.[CH:24]([NH:27]N)([CH3:26])[CH3:25]. The catalyst is C(O)(=O)C. The product is [Br:21][C:19]1[CH:18]=[CH:17][C:14]2[C:15]3[N:9]([CH:8]=[C:7]([C:5]4[N:27]([CH:24]([CH3:26])[CH3:25])[N:2]=[CH:3][N:4]=4)[N:16]=3)[CH2:10][CH2:11][O:12][C:13]=2[CH:20]=1. The yield is 0.860. (4) The reactants are [NH:1]1[CH:5]=[C:4]([C:6]2[C:7]3[CH:14]=[CH:13][N:12]([CH2:15][O:16][CH2:17][CH2:18][Si:19]([CH3:22])([CH3:21])[CH3:20])[C:8]=3[N:9]=[CH:10][N:11]=2)[CH:3]=[N:2]1.[CH3:23][S:24][CH2:25][CH2:26]/[CH:27]=[CH:28]/[C:29]#[N:30].C1CCN2C(=NCCC2)CC1.C(#N)C. No catalyst specified. The product is [CH3:23][S:24][CH2:25][CH2:26][CH:27]([N:1]1[CH:5]=[C:4]([C:6]2[C:7]3[CH:14]=[CH:13][N:12]([CH2:15][O:16][CH2:17][CH2:18][Si:19]([CH3:22])([CH3:21])[CH3:20])[C:8]=3[N:9]=[CH:10][N:11]=2)[CH:3]=[N:2]1)[CH2:28][C:29]#[N:30]. The yield is 0.830. (5) The reactants are [CH3:1][O:2][C:3]1[C:4]([O:6][C:7](=[O:9])[CH:8]=1)=O.[NH2:10][C:11]1[CH:12]=[C:13]([NH:25][C:26](=[O:32])[O:27][C:28]([CH3:31])([CH3:30])[CH3:29])[CH:14]=[C:15]([N:17]2[C:21](=[O:22])[CH:20]=[C:19]([CH3:23])[C:18]2=[O:24])[CH:16]=1.C(N)(=O)/C=C\C(N)=O.C[Si](N[Si](C)(C)C)(C)C. The catalyst is C(Cl)(Cl)Cl.C1(C)C=CC=CC=1.CN(C=O)C.C1(C)C=CC=CC=1.[Cl-].[Cl-].[Zn+2]. The product is [CH3:1][O:2][C:3]1[C:4](=[O:6])[N:10]([C:11]2[CH:12]=[C:13]([NH:25][C:26](=[O:32])[O:27][C:28]([CH3:31])([CH3:30])[CH3:29])[CH:14]=[C:15]([N:17]3[C:21](=[O:22])[CH:20]=[C:19]([CH3:23])[C:18]3=[O:24])[CH:16]=2)[C:7](=[O:9])[CH:8]=1. The yield is 1.00. (6) The reactants are [CH2:1]([O:8][C:9]1[CH:16]=[CH:15][C:12]([CH:13]=O)=[CH:11][CH:10]=1)[C:2]1[CH:7]=[CH:6][CH:5]=[CH:4][CH:3]=1.[CH3:17][O:18][CH2:19][CH2:20][O:21][CH2:22][C:23]([O:25][CH2:26][C:27]1[CH:32]=[CH:31][CH:30]=[CH:29][CH:28]=1)=[O:24].CC(C)([O-])C.[K+].C(O)(=O)C.C1(C)C=CC(S(O)(=O)=O)=CC=1. The catalyst is O1CCCC1.C1(C)C=CC=CC=1. The product is [CH2:26]([O:25][C:23](=[O:24])/[C:22](/[O:21][CH2:20][CH2:19][O:18][CH3:17])=[CH:13]/[C:12]1[CH:15]=[CH:16][C:9]([O:8][CH2:1][C:2]2[CH:7]=[CH:6][CH:5]=[CH:4][CH:3]=2)=[CH:10][CH:11]=1)[C:27]1[CH:32]=[CH:31][CH:30]=[CH:29][CH:28]=1. The yield is 0.290. (7) The reactants are [Cl:1][C:2]1[N:11]=[C:10](Cl)[C:9]2[C:4](=[CH:5][C:6]([Cl:13])=[CH:7][CH:8]=2)[N:3]=1.[C:14]([NH:17][C@H:18]1[CH2:22][CH2:21][NH:20][CH2:19]1)(=[O:16])[CH3:15]. No catalyst specified. The product is [Cl:1][C:2]1[N:11]=[C:10]([N:20]2[CH2:21][CH2:22][C@H:18]([NH:17][C:14](=[O:16])[CH3:15])[CH2:19]2)[C:9]2[C:4](=[CH:5][C:6]([Cl:13])=[CH:7][CH:8]=2)[N:3]=1. The yield is 0.960. (8) The reactants are [CH3:1][CH:2]1[CH:6]([C:7]2[N:11]3[C:12]4[CH:18]=[CH:17][N:16](S(C5C=CC(C)=CC=5)(=O)=O)[C:13]=4[N:14]=[CH:15][C:10]3=[N:9][N:8]=2)[CH2:5][CH:4]([NH:29][S:30]([CH:33]2[CH2:35][CH2:34]2)(=[O:32])=[O:31])[CH2:3]1.O1CCOCC1.[OH-].[Na+].CO. The catalyst is O.C(Cl)Cl.CCO. The product is [CH3:1][C@H:2]1[C@@H:6]([C:7]2[N:11]3[C:12]4[CH:18]=[CH:17][NH:16][C:13]=4[N:14]=[CH:15][C:10]3=[N:9][N:8]=2)[CH2:5][C@@H:4]([NH:29][S:30]([CH:33]2[CH2:34][CH2:35]2)(=[O:31])=[O:32])[CH2:3]1. The yield is 0.104. (9) The reactants are [N+:1]([C:4]1[CH:21]=[CH:20][C:7]2[N:8]=[C:9]([NH:11][C:12](=[O:19])[C:13]3[CH:18]=[CH:17][CH:16]=[CH:15][CH:14]=3)[O:10][C:6]=2[CH:5]=1)([O-])=O.[H][H]. The catalyst is CN(C)C=O.[Pd]. The product is [NH2:1][C:4]1[CH:21]=[CH:20][C:7]2[N:8]=[C:9]([NH:11][C:12](=[O:19])[C:13]3[CH:18]=[CH:17][CH:16]=[CH:15][CH:14]=3)[O:10][C:6]=2[CH:5]=1. The yield is 0.450.